From a dataset of Catalyst prediction with 721,799 reactions and 888 catalyst types from USPTO. Predict which catalyst facilitates the given reaction. Reactant: [OH-].[Na+].[Cl:3][C:4]1[CH:5]=[C:6]([C:14]2[O:18][N:17]=[C:16]([C:19]3[C:20]([CH3:44])=[C:21]4[C:26](=[CH:27][CH:28]=3)[CH:25]([CH2:29][CH2:30][CH2:31][C:32]([O:34]CC)=[O:33])[N:24]([C:37]([O:39][C:40]([CH3:43])([CH3:42])[CH3:41])=[O:38])[CH2:23][CH2:22]4)[N:15]=2)[CH:7]=[N:8][C:9]=1[O:10][CH:11]([CH3:13])[CH3:12]. Product: [Cl:3][C:4]1[CH:5]=[C:6]([C:14]2[O:18][N:17]=[C:16]([C:19]3[C:20]([CH3:44])=[C:21]4[C:26](=[CH:27][CH:28]=3)[CH:25]([CH2:29][CH2:30][CH2:31][C:32]([OH:34])=[O:33])[N:24]([C:37]([O:39][C:40]([CH3:41])([CH3:43])[CH3:42])=[O:38])[CH2:23][CH2:22]4)[N:15]=2)[CH:7]=[N:8][C:9]=1[O:10][CH:11]([CH3:12])[CH3:13]. The catalyst class is: 8.